From a dataset of Blood-brain barrier permeability classification from the B3DB database. Regression/Classification. Given a drug SMILES string, predict its absorption, distribution, metabolism, or excretion properties. Task type varies by dataset: regression for continuous measurements (e.g., permeability, clearance, half-life) or binary classification for categorical outcomes (e.g., BBB penetration, CYP inhibition). Dataset: b3db_classification. (1) The drug is CC(C)(C)NCC(O)COc1ccc(NC(=O)NC2CCCCC2)cc1. The result is 0 (does not penetrate BBB). (2) The compound is Clc1cnn(CCCCN2CCN(c3ncccn3)CC2)c1. The result is 1 (penetrates BBB). (3) The compound is COc1cc([C@@H]2c3cc4c(cc3[C@@H](O[C@@H]3O[C@@H]5CO[C@@H](C)O[C@H]5[C@H](O)[C@H]3O)C3COC(=O)[C@@H]32)OCO4)cc(OC)c1O. The result is 0 (does not penetrate BBB). (4) The compound is CN1CC[C@]23c4c5ccc(O)c4O[C@H]2[C@@H](O)C=C[C@H]3[C@H]1C5. The result is 1 (penetrates BBB).